This data is from Forward reaction prediction with 1.9M reactions from USPTO patents (1976-2016). The task is: Predict the product of the given reaction. (1) The product is: [OH:13][C:2]1[N:10]=[C:9]2[C:5]([NH:6][CH:7]=[N:8]2)=[C:4]([Cl:11])[N:3]=1. Given the reactants N[C:2]1[N:10]=[C:9]2[C:5]([NH:6][CH:7]=[N:8]2)=[C:4]([Cl:11])[N:3]=1.[N+]([O-])([O-])=[O:13].[Na+], predict the reaction product. (2) Given the reactants [N+:1]([O-:4])(O)=[O:2].[Br:5][C:6]1[C:11]([CH3:12])=[CH:10][CH:9]=[CH:8][C:7]=1[CH3:13], predict the reaction product. The product is: [CH3:13][C:7]1[C:8]([N+:1]([O-:4])=[O:2])=[CH:9][CH:10]=[C:11]([CH3:12])[C:6]=1[Br:5]. (3) Given the reactants [F:1]C(F)(F)C1C=C(C=CC=1)C=O.[CH3:13][CH:14]([CH3:33])[CH:15]([C:27]1[CH:32]=[CH:31][CH:30]=[CH:29][CH:28]=1)[C:16]([NH:18][C@@H:19]1[C@@H:26]2[C@@H:22]([CH2:23][NH:24][CH2:25]2)[CH2:21][CH2:20]1)=[O:17].[CH:34]1([CH:40](C2CCCCC2)C(N[C@@H]2[C@H]3[C@H](CNC3)CC2)=O)[CH2:39][CH2:38][CH2:37][CH2:36][CH2:35]1, predict the reaction product. The product is: [F:1][C:36]1[CH:35]=[C:34]([CH:39]=[CH:38][CH:37]=1)[CH2:40][N:24]1[CH2:25][C@@H:26]2[C@@H:19]([NH:18][C:16](=[O:17])[CH:15]([C:27]3[CH:28]=[CH:29][CH:30]=[CH:31][CH:32]=3)[CH:14]([CH3:33])[CH3:13])[CH2:20][CH2:21][C@@H:22]2[CH2:23]1. (4) Given the reactants [OH:1][CH2:2][C@@H:3]1[CH2:7][CH2:6][N:5]([C:8]([O:10][C:11]([CH3:14])([CH3:13])[CH3:12])=[O:9])[CH2:4]1.C(N(CC)CC)C.[CH3:22][S:23](Cl)(=[O:25])=[O:24].C(O)(=O)CC(CC(O)=O)(C(O)=O)O, predict the reaction product. The product is: [CH3:22][S:23]([O:1][CH2:2][C@@H:3]1[CH2:7][CH2:6][N:5]([C:8]([O:10][C:11]([CH3:14])([CH3:13])[CH3:12])=[O:9])[CH2:4]1)(=[O:25])=[O:24].